This data is from Forward reaction prediction with 1.9M reactions from USPTO patents (1976-2016). The task is: Predict the product of the given reaction. (1) Given the reactants [CH3:1][O:2][C:3]1[CH:8]=[CH:7][C:6](O)=[CH:5][CH:4]=1.[Cl:10][C:11]1[CH:16]=[CH:15][C:14]([CH:17]([OH:41])[CH2:18][CH2:19][CH2:20][CH2:21][CH2:22][N:23]2[CH2:28][CH2:27][CH:26]([C:29]3[CH:30]=[C:31]([NH:35][C:36](=[O:40])[CH:37]([CH3:39])[CH3:38])[CH:32]=[CH:33][CH:34]=3)[CH2:25][CH2:24]2)=[CH:13][CH:12]=1, predict the reaction product. The product is: [Cl:10][C:11]1[CH:12]=[CH:13][C:14]([CH:17]([O:41][C:6]2[CH:7]=[CH:8][C:3]([O:2][CH3:1])=[CH:4][CH:5]=2)[CH2:18][CH2:19][CH2:20][CH2:21][CH2:22][N:23]2[CH2:28][CH2:27][CH:26]([C:29]3[CH:30]=[C:31]([NH:35][C:36](=[O:40])[CH:37]([CH3:38])[CH3:39])[CH:32]=[CH:33][CH:34]=3)[CH2:25][CH2:24]2)=[CH:15][CH:16]=1. (2) Given the reactants [O:1]1CCO[CH:2]1[C:6]1[CH:7]=[C:8]([CH:12]([S:20][CH2:21][CH2:22][CH2:23][C:24]2[CH:29]=[CH:28][CH:27]=[CH:26][C:25]=2[C:30]([OH:33])([CH3:32])[CH3:31])[C:13]2([CH2:16][C:17]([OH:19])=[O:18])[CH2:15][CH2:14]2)[CH:9]=[CH:10][CH:11]=1.C1(C)C=CC(S(O)(=O)=O)=CC=1, predict the reaction product. The product is: [CH:2]([C:6]1[CH:7]=[C:8]([CH:12]([S:20][CH2:21][CH2:22][CH2:23][C:24]2[CH:29]=[CH:28][CH:27]=[CH:26][C:25]=2[C:30]([OH:33])([CH3:31])[CH3:32])[C:13]2([CH2:16][C:17]([OH:19])=[O:18])[CH2:14][CH2:15]2)[CH:9]=[CH:10][CH:11]=1)=[O:1].